The task is: Predict which catalyst facilitates the given reaction.. This data is from Catalyst prediction with 721,799 reactions and 888 catalyst types from USPTO. (1) Reactant: [H-].[Na+].[CH3:3][O:4][C:5](=[O:15])[CH2:6][CH2:7][CH2:8][CH2:9][CH2:10][CH2:11][C:12]([OH:14])=O.[F:16][C:17]([F:28])([F:27])C(OC(=O)[C:17]([F:28])([F:27])[F:16])=O.N1C=CC=CC=1. Product: [F:16][C:17]([F:28])([F:27])[C:12](=[O:14])[CH2:11][CH2:10][CH2:9][CH2:8][CH2:7][CH2:6][C:5]([O:4][CH3:3])=[O:15]. The catalyst class is: 4. (2) Reactant: [NH2:1][C:2]1[N:7]=[C:6]2[N:8]([CH2:20][CH3:21])[C:9]([C:11]([N:13]([CH:17]3[CH2:19][CH2:18]3)[CH:14]3[CH2:16][CH2:15]3)=[O:12])=[CH:10][C:5]2=[C:4]2[N:22]([CH3:25])[CH:23]=[N:24][C:3]=12.[H-].[Na+].Br[C:29]1[S:30][C:31]2[CH:37]=[CH:36][CH:35]=[CH:34][C:32]=2[N:33]=1. Product: [S:30]1[C:31]2[CH:37]=[CH:36][CH:35]=[CH:34][C:32]=2[N:33]=[C:29]1[NH:1][C:2]1[N:7]=[C:6]2[N:8]([CH2:20][CH3:21])[C:9]([C:11]([N:13]([CH:17]3[CH2:19][CH2:18]3)[CH:14]3[CH2:16][CH2:15]3)=[O:12])=[CH:10][C:5]2=[C:4]2[N:22]([CH3:25])[CH:23]=[N:24][C:3]=12. The catalyst class is: 3. (3) Reactant: [C:1]([BH3-])#[N:2].[Na+].[CH3:5][O:6][C:7]1[CH:8]=[C:9]2[C:14](=[CH:15][CH:16]=1)[O:13][C:12]([C:17]1[CH:22]=[CH:21][C:20](N)=[CH:19][CH:18]=1)=[CH:11][C:10]2=[O:24].[CH2:25]=O.[OH-].[Na+]. Product: [CH3:5][O:6][C:7]1[CH:8]=[C:9]2[C:14](=[CH:15][CH:16]=1)[O:13][C:12]([C:17]1[CH:22]=[CH:21][C:20]([N:2]([CH3:1])[CH3:25])=[CH:19][CH:18]=1)=[CH:11][C:10]2=[O:24]. The catalyst class is: 15. (4) Reactant: [CH3:1][CH:2]([N:4]1[C:12](/[CH:13]=[CH:14]/[C@H:15]([OH:24])[CH2:16][C@H:17]([OH:23])[CH2:18][C:19]([O:21]C)=[O:20])=[C:11]([C:25]2[CH:30]=[CH:29][C:28]([F:31])=[CH:27][CH:26]=2)[C:10]2[C:5]1=[CH:6][CH:7]=[CH:8][CH:9]=2)[CH3:3].[OH-].[Na+:33]. Product: [CH3:3][CH:2]([N:4]1[C:12](/[CH:13]=[CH:14]/[CH:15]([OH:24])[CH2:16][CH:17]([OH:23])[CH2:18][C:19]([O-:21])=[O:20])=[C:11]([C:25]2[CH:26]=[CH:27][C:28]([F:31])=[CH:29][CH:30]=2)[C:10]2[CH:9]=[CH:8][CH:7]=[CH:6][C:5]1=2)[CH3:1].[Na+:33]. The catalyst class is: 4. (5) Reactant: [Br:1][C:2]1[C:3]([C:13]#[N:14])=[C:4]([C:8]([O:10]CC)=[O:9])[NH:5][C:6]=1[CH3:7].C1COCC1.O.[OH-].[Li+]. Product: [Br:1][C:2]1[C:3]([C:13]#[N:14])=[C:4]([C:8]([OH:10])=[O:9])[NH:5][C:6]=1[CH3:7]. The catalyst class is: 5.